Task: Regression. Given two drug SMILES strings and cell line genomic features, predict the synergy score measuring deviation from expected non-interaction effect.. Dataset: NCI-60 drug combinations with 297,098 pairs across 59 cell lines (1) Drug 1: CS(=O)(=O)CCNCC1=CC=C(O1)C2=CC3=C(C=C2)N=CN=C3NC4=CC(=C(C=C4)OCC5=CC(=CC=C5)F)Cl. Drug 2: CC1=C(N=C(N=C1N)C(CC(=O)N)NCC(C(=O)N)N)C(=O)NC(C(C2=CN=CN2)OC3C(C(C(C(O3)CO)O)O)OC4C(C(C(C(O4)CO)O)OC(=O)N)O)C(=O)NC(C)C(C(C)C(=O)NC(C(C)O)C(=O)NCCC5=NC(=CS5)C6=NC(=CS6)C(=O)NCCC[S+](C)C)O. Cell line: M14. Synergy scores: CSS=17.5, Synergy_ZIP=-3.58, Synergy_Bliss=4.25, Synergy_Loewe=-8.22, Synergy_HSA=3.12. (2) Drug 1: C1=CC(=CC=C1CCCC(=O)O)N(CCCl)CCCl. Synergy scores: CSS=9.87, Synergy_ZIP=-5.26, Synergy_Bliss=-6.93, Synergy_Loewe=-12.3, Synergy_HSA=-5.84. Drug 2: C1=NNC2=C1C(=O)NC=N2. Cell line: RXF 393. (3) Cell line: SNB-75. Synergy scores: CSS=3.93, Synergy_ZIP=-1.01, Synergy_Bliss=0.494, Synergy_Loewe=-0.0613, Synergy_HSA=0.0651. Drug 2: CC1=C2C(C(=O)C3(C(CC4C(C3C(C(C2(C)C)(CC1OC(=O)C(C(C5=CC=CC=C5)NC(=O)OC(C)(C)C)O)O)OC(=O)C6=CC=CC=C6)(CO4)OC(=O)C)O)C)O. Drug 1: CN1C(=O)N2C=NC(=C2N=N1)C(=O)N. (4) Drug 1: C1=CC(=CC=C1CCCC(=O)O)N(CCCl)CCCl. Drug 2: COC1=C2C(=CC3=C1OC=C3)C=CC(=O)O2. Cell line: KM12. Synergy scores: CSS=7.20, Synergy_ZIP=11.6, Synergy_Bliss=18.3, Synergy_Loewe=3.21, Synergy_HSA=3.88.